From a dataset of hERG potassium channel inhibition data for cardiac toxicity prediction from Karim et al.. Regression/Classification. Given a drug SMILES string, predict its toxicity properties. Task type varies by dataset: regression for continuous values (e.g., LD50, hERG inhibition percentage) or binary classification for toxic/non-toxic outcomes (e.g., AMES mutagenicity, cardiotoxicity, hepatotoxicity). Dataset: herg_karim. (1) The compound is C#CCCCCCCCCCNC(=O)Oc1cccc(-n2ccc(C(N)=O)c2)c1. The result is 0 (non-blocker). (2) The drug is CC(=O)C1=NN2c3cc(F)ccc3OC[C@H]2[C@@]1(CCCN(C)C)c1ccccc1. The result is 1 (blocker). (3) The result is 0 (non-blocker). The molecule is Cc1ccc(C(C)C)cc1NC(=O)Cn1c(Cc2c(Cl)cccc2Cl)nc2ccccc21. (4) The molecule is CC(C)(O)c1nc(-c2ccc(OC(F)(F)F)cc2)c[nH]1. The result is 0 (non-blocker).